From a dataset of NCI-60 drug combinations with 297,098 pairs across 59 cell lines. Regression. Given two drug SMILES strings and cell line genomic features, predict the synergy score measuring deviation from expected non-interaction effect. (1) Cell line: RPMI-8226. Drug 2: CC(C)(C#N)C1=CC(=CC(=C1)CN2C=NC=N2)C(C)(C)C#N. Drug 1: CCC1=C2CN3C(=CC4=C(C3=O)COC(=O)C4(CC)O)C2=NC5=C1C=C(C=C5)O. Synergy scores: CSS=1.18, Synergy_ZIP=-0.228, Synergy_Bliss=-9.02, Synergy_Loewe=-16.2, Synergy_HSA=-9.25. (2) Drug 1: C(CC(=O)O)C(=O)CN.Cl. Drug 2: C1C(C(OC1N2C=NC3=C2NC=NCC3O)CO)O. Cell line: PC-3. Synergy scores: CSS=14.9, Synergy_ZIP=-4.69, Synergy_Bliss=-0.601, Synergy_Loewe=-0.887, Synergy_HSA=-0.834. (3) Synergy scores: CSS=18.6, Synergy_ZIP=-2.30, Synergy_Bliss=-4.95, Synergy_Loewe=-9.04, Synergy_HSA=-3.41. Drug 2: C1=C(C(=O)NC(=O)N1)N(CCCl)CCCl. Drug 1: C1CC(=O)NC(=O)C1N2CC3=C(C2=O)C=CC=C3N. Cell line: MCF7. (4) Drug 1: CN(C)N=NC1=C(NC=N1)C(=O)N. Drug 2: C1=CC=C(C(=C1)C(C2=CC=C(C=C2)Cl)C(Cl)Cl)Cl. Cell line: MCF7. Synergy scores: CSS=-0.664, Synergy_ZIP=-0.231, Synergy_Bliss=-1.56, Synergy_Loewe=-2.06, Synergy_HSA=-2.10. (5) Drug 1: CC1=C(N=C(N=C1N)C(CC(=O)N)NCC(C(=O)N)N)C(=O)NC(C(C2=CN=CN2)OC3C(C(C(C(O3)CO)O)O)OC4C(C(C(C(O4)CO)O)OC(=O)N)O)C(=O)NC(C)C(C(C)C(=O)NC(C(C)O)C(=O)NCCC5=NC(=CS5)C6=NC(=CS6)C(=O)NCCC[S+](C)C)O. Drug 2: CC1CCCC2(C(O2)CC(NC(=O)CC(C(C(=O)C(C1O)C)(C)C)O)C(=CC3=CSC(=N3)C)C)C. Cell line: DU-145. Synergy scores: CSS=43.8, Synergy_ZIP=-7.55, Synergy_Bliss=-9.36, Synergy_Loewe=-6.22, Synergy_HSA=-5.52.